Dataset: Full USPTO retrosynthesis dataset with 1.9M reactions from patents (1976-2016). Task: Predict the reactants needed to synthesize the given product. (1) The reactants are: FC(F)(F)C(O)=O.[NH2:8][C@@H:9]([CH2:16][CH2:17][C:18]1[CH:23]=[CH:22][CH:21]=[CH:20][CH:19]=1)/[CH:10]=[CH:11]/[C:12]([O:14][CH3:15])=[O:13].[C:24]([O:28][C:29]([NH:31][C@H:32]([C:34](O)=[O:35])[CH3:33])=[O:30])([CH3:27])([CH3:26])[CH3:25].CCN=C=NCCCN(C)C.C1C=CC2N(O)N=NC=2C=1.CN1CCOCC1. Given the product [CH3:26][C:24]([O:28][C:29]([NH:31][C@H:32]([C:34]([NH:8][C@@H:9]([CH2:16][CH2:17][C:18]1[CH:19]=[CH:20][CH:21]=[CH:22][CH:23]=1)/[CH:10]=[CH:11]/[C:12]([O:14][CH3:15])=[O:13])=[O:35])[CH3:33])=[O:30])([CH3:25])[CH3:27], predict the reactants needed to synthesize it. (2) Given the product [C:1]([OH:16])(=[O:15])[CH2:2][CH2:3][CH2:4][CH2:5][CH2:6][CH2:7][CH2:8][CH2:9][CH2:10][CH2:11][CH3:12], predict the reactants needed to synthesize it. The reactants are: [C:1]([OH:16])(=[O:15])[CH2:2][CH2:3][CH2:4][CH2:5][CH2:6][CH2:7][CH2:8][CH2:9][CH2:10][CH2:11][CH2:12]CC.C(O)(=O)CCCCCCCCCCCCCC.C(O)(=O)CCCCCCCCCCCCCCC.C(O)(=O)CCCCCCCCCCCCCCCC.C(O)(=O)CCCCCCCCCCCCCCCCC.C(O)(=O)CCCCCCC/C=C\CCCCCCCC.O=C(OCC(OC(=O)CCCCCCC/C=C\CCCCCCCC)COC(=O)CCCCCCC/C=C\CCCCCCCC)CCCCCCC/C=C\CCCCCCCC.C(OCCCCCCCCCCCCCCCC)(=O)CCCCCCCCCCCCCCC.CC(=CCC/C(=C/CC/C(=C/CC/C=C(/CC/C=C(/CCC=C(C)C)\C)\C)/C)/C)C.C. (3) Given the product [CH3:22][O:23][C:12]1[C:11]([N+:14]([O-:16])=[O:15])=[CH:10][C:9]2[CH2:3][CH2:4][N:5]([CH2:18][CH2:19][O:20][CH3:21])[CH2:6][CH2:7][C:8]=2[CH:13]=1, predict the reactants needed to synthesize it. The reactants are: CO[CH:3]1[C:9]2[CH:10]=[C:11]([N+:14]([O-:16])=[O:15])[CH:12]=[CH:13][C:8]=2[CH2:7][CH2:6][NH:5][CH2:4]1.Br[CH2:18][CH2:19][O:20][CH3:21].[C:22](=O)([O-])[O-:23].[K+].[K+]. (4) Given the product [CH2:38]([O:37][CH2:36]/[CH:35]=[CH:34]\[CH2:33][C@@H:17]([O:16][C:15]1[CH:29]=[CH:30][C:12]([F:11])=[C:13]([CH3:31])[CH:14]=1)[C:18]([N:20]1[C@@H:24]([CH:25]([CH3:26])[CH3:27])[CH2:23][O:22][C:21]1=[O:28])=[O:19])[C:39]1[CH:44]=[CH:43][CH:42]=[CH:41][CH:40]=1, predict the reactants needed to synthesize it. The reactants are: C[Si]([N-][Si](C)(C)C)(C)C.[Li+].[F:11][C:12]1[CH:30]=[CH:29][C:15]([O:16][CH2:17][C:18]([N:20]2[C@@H:24]([CH:25]([CH3:27])[CH3:26])[CH2:23][O:22][C:21]2=[O:28])=[O:19])=[CH:14][C:13]=1[CH3:31].I[CH2:33][CH:34]=[CH:35][CH2:36][O:37][CH2:38][C:39]1[CH:44]=[CH:43][CH:42]=[CH:41][CH:40]=1.[NH4+].[Cl-].